This data is from Experimentally validated miRNA-target interactions with 360,000+ pairs, plus equal number of negative samples. The task is: Binary Classification. Given a miRNA mature sequence and a target amino acid sequence, predict their likelihood of interaction. (1) The miRNA is mmu-miR-302d-3p with sequence UAAGUGCUUCCAUGUUUGAGUGU. The protein sequence of the target gene is MEELGAAASGAGGGGGGGEEHGGGRSNKRGAGNRAANEEETRNKPKLRDRITSFRKSATKREKPVIQHSIDYQTAVVEIPPALIVHDDRSLILSEKEVLDLFEKMMEDMNLNEEKKAPLRKKDFSIKREMVVQYISATSKSIVGSKVLGGLKNSKHEFTLSSQEYVHELRSGISDEKLLNCLESLRVSLTSHPVSWVNNFGYEGLGVLLDVLEKLLDKKQQENIDKKNQYKVIQCLKAFMNNKFGLQRILGDERSLLLLARAIDPKQQNMMTEIVKILSAICIVGEENILDKLLGGITAA.... Result: 1 (interaction). (2) Result: 0 (no interaction). The protein sequence of the target gene is MWKASAGHAVSITQDDGGADDWETDPDFVNDVSEKEQRWGAKTVQGSGHQEHINIHKLRENVFQEHQTLKEKELETGPKASHGYGGKFGVEQDRMDRSAVGHEYQSKLSKHCSQVDSVRGFGGKFGVQMDRVDQSAVGFEYQGKTEKHASQKDYSSGFGGKYGVQADRVDKSAVGFDYQGKTEKHESQKDYSKGFGGKYGIDKDKVDKSAVGFEYQGKTEKHESQKDYVKGFGGKFGVQTDRQDKCALGWDHQEKLQLHESQKDYKTGFGGKFGVQSERQDSSAVGFDYKERLAKHESQQ.... The miRNA is hsa-miR-1245b-3p with sequence UCAGAUGAUCUAAAGGCCUAUA. (3) The miRNA is hsa-miR-4283 with sequence UGGGGCUCAGCGAGUUU. The protein sequence of the target gene is MARGCLCCLKYMMFLFNLIFWLCGCGLLGVGIWLSVSQGNFATFSPSFPSLSAANLVIAIGTIVMVTGFLGCLGAIKENKCLLLSFFIVLLVILLAELILLILFFVYMDKVNENAKKDLKEGLLLYHTENNVGLKNAWNIIQAEMRCCGVTDYTDWYPVLGENTVPDRCCMENSQGCGRNATTPLWRTGCYEKVKMWFDDNKHVLGTVGMCILIMQILGMAFSMTLFQHIHRTGKKYDA. Result: 0 (no interaction). (4) The miRNA is hsa-miR-663a with sequence AGGCGGGGCGCCGCGGGACCGC. The protein sequence of the target gene is MEVEQEQRRRKVEAGRTKLAHFRQRKTKGDSSHSEKKTAKRKGSAVDASVQEESPVTKEDSALCGGGDICKSTSCDDTPDGAGGAFAAQPEDCDGEKREDLEQLQQKQVNDHPPEQCGMFTVSDHPPEQHGMFTVGDHPPEQRGMFTVSDHPPEQHGMFTVSDHPPEQRGMFTISDHQPEQRGMFTVSDHTPEQRGIFTISDHPAEQRGMFTKECEQECELAITDLESGREDEAGLHQSQAVHGLELEALRLSLSNMHTAQLELTQANLQKEKETALTELREMLNSRRAQELALLQSRQQ.... Result: 0 (no interaction). (5) The miRNA is ssc-miR-126-5p with sequence CAUUAUUACUUUUGGUACGCG. The protein sequence of the target gene is MAQLCGLRRSRAFLALLGSLLLSGVLAADRERSIHDFCLVSKVVGRCRASMPRWWYNVTDGSCQLFVYGGCDGNSNNYLTKEECLKKCATVTENATGDLATSRNAADSSVPSAPRRQDSEDHSSDMFNYEEYCTANAVTGPCRASFPRWYFDVERNSCNNFIYGGCRGNKNSYRSEEACMLRCFRQQENPPLPLGSKVVVLAGLFVMVLILFLGASMVYLIRVARRNQERALRTVWSSGDDKEQLVKNTYVL. Result: 0 (no interaction). (6) The miRNA is hsa-miR-5680 with sequence GAGAAAUGCUGGACUAAUCUGC. The protein sequence of the target gene is MANSANTNTVPKLYRSVIEDVINDVRDIFLDDGVDEQVLMELKTLWENKLMQSRAVDGFHSEEQQLLLQVQQQHQPQQQQHHHHHHHQQAQPQQTVPQQAQTQQVLIPASQQATAPQVIVPDSKLIQHMNASNMSAAATAATLALPAGVTPVQQILTNSGQLLQVVRAANGAQYIFQPQQSVVLQQQVIPQMQPGGVQAPVIQQVLAPLPGGISPQTGVIIQPQQILFTGNKTQVIPTTVAAPTPAQAQITATGQQQPQAQPAQTQAPLVLQVDGTGDTSSEEDEDEEEDYDDDEEEDKE.... Result: 1 (interaction).